The task is: Predict the product of the given reaction.. This data is from Forward reaction prediction with 1.9M reactions from USPTO patents (1976-2016). Given the reactants [Cl:1][C:2]1[CH:3]=[C:4]([CH:6]=[CH:7][C:8]=1[Cl:9])[NH2:5].[CH3:10][C:11]([CH3:13])=O.C([BH3-])#N.[Na+], predict the reaction product. The product is: [Cl:1][C:2]1[CH:3]=[C:4]([NH:5][CH:11]([CH3:13])[CH3:10])[CH:6]=[CH:7][C:8]=1[Cl:9].